The task is: Regression. Given two drug SMILES strings and cell line genomic features, predict the synergy score measuring deviation from expected non-interaction effect.. This data is from NCI-60 drug combinations with 297,098 pairs across 59 cell lines. (1) Drug 1: CC12CCC(CC1=CCC3C2CCC4(C3CC=C4C5=CN=CC=C5)C)O. Drug 2: C1CN1P(=S)(N2CC2)N3CC3. Cell line: NCI-H226. Synergy scores: CSS=15.3, Synergy_ZIP=4.67, Synergy_Bliss=6.99, Synergy_Loewe=5.88, Synergy_HSA=5.93. (2) Drug 1: C1CC(=O)NC(=O)C1N2CC3=C(C2=O)C=CC=C3N. Drug 2: C1=NC2=C(N=C(N=C2N1C3C(C(C(O3)CO)O)O)F)N. Cell line: SNB-19. Synergy scores: CSS=11.5, Synergy_ZIP=-6.17, Synergy_Bliss=-3.98, Synergy_Loewe=-7.00, Synergy_HSA=-3.70. (3) Drug 1: CC1=C2C(C(=O)C3(C(CC4C(C3C(C(C2(C)C)(CC1OC(=O)C(C(C5=CC=CC=C5)NC(=O)OC(C)(C)C)O)O)OC(=O)C6=CC=CC=C6)(CO4)OC(=O)C)OC)C)OC. Synergy scores: CSS=46.3, Synergy_ZIP=6.23, Synergy_Bliss=5.94, Synergy_Loewe=-23.1, Synergy_HSA=7.79. Drug 2: CC(C)(C#N)C1=CC(=CC(=C1)CN2C=NC=N2)C(C)(C)C#N. Cell line: NCIH23. (4) Synergy scores: CSS=11.8, Synergy_ZIP=1.87, Synergy_Bliss=3.90, Synergy_Loewe=-0.248, Synergy_HSA=3.27. Drug 1: CC(C1=C(C=CC(=C1Cl)F)Cl)OC2=C(N=CC(=C2)C3=CN(N=C3)C4CCNCC4)N. Drug 2: CC12CCC3C(C1CCC2O)C(CC4=C3C=CC(=C4)O)CCCCCCCCCS(=O)CCCC(C(F)(F)F)(F)F. Cell line: NCI-H460. (5) Drug 1: C1=CC=C(C=C1)NC(=O)CCCCCCC(=O)NO. Drug 2: C(CN)CNCCSP(=O)(O)O. Cell line: RPMI-8226. Synergy scores: CSS=50.2, Synergy_ZIP=-3.33, Synergy_Bliss=-11.4, Synergy_Loewe=-69.2, Synergy_HSA=-13.7. (6) Drug 1: CC(C1=C(C=CC(=C1Cl)F)Cl)OC2=C(N=CC(=C2)C3=CN(N=C3)C4CCNCC4)N. Drug 2: C(CC(=O)O)C(=O)CN.Cl. Cell line: A549. Synergy scores: CSS=13.7, Synergy_ZIP=-7.48, Synergy_Bliss=-5.65, Synergy_Loewe=-22.3, Synergy_HSA=-5.12. (7) Drug 2: CC1=C(C(=CC=C1)Cl)NC(=O)C2=CN=C(S2)NC3=CC(=NC(=N3)C)N4CCN(CC4)CCO. Cell line: MALME-3M. Drug 1: C1=CC(=CC=C1CCC2=CNC3=C2C(=O)NC(=N3)N)C(=O)NC(CCC(=O)O)C(=O)O. Synergy scores: CSS=10.7, Synergy_ZIP=-0.354, Synergy_Bliss=4.59, Synergy_Loewe=-2.54, Synergy_HSA=-1.86. (8) Drug 2: COC1=NC(=NC2=C1N=CN2C3C(C(C(O3)CO)O)O)N. Drug 1: CC1C(C(CC(O1)OC2CC(CC3=C2C(=C4C(=C3O)C(=O)C5=C(C4=O)C(=CC=C5)OC)O)(C(=O)C)O)N)O.Cl. Cell line: NCIH23. Synergy scores: CSS=40.3, Synergy_ZIP=9.44, Synergy_Bliss=13.9, Synergy_Loewe=-10.6, Synergy_HSA=12.1. (9) Drug 1: CCCS(=O)(=O)NC1=C(C(=C(C=C1)F)C(=O)C2=CNC3=C2C=C(C=N3)C4=CC=C(C=C4)Cl)F. Drug 2: C1CCC(CC1)NC(=O)N(CCCl)N=O. Cell line: UACC62. Synergy scores: CSS=61.0, Synergy_ZIP=3.27, Synergy_Bliss=2.14, Synergy_Loewe=4.02, Synergy_HSA=6.82.